This data is from Full USPTO retrosynthesis dataset with 1.9M reactions from patents (1976-2016). The task is: Predict the reactants needed to synthesize the given product. (1) Given the product [Cl:8][C:9]1[CH:10]=[CH:11][C:12]([C:15]2[N:16]=[C:17]([C:20]([CH:1]3[CH2:5][CH2:4][CH2:3][CH2:2]3)=[O:21])[S:18][CH:19]=2)=[CH:13][CH:14]=1, predict the reactants needed to synthesize it. The reactants are: [CH:1]1([Mg]Br)[CH2:5][CH2:4][CH2:3][CH2:2]1.[Cl:8][C:9]1[CH:14]=[CH:13][C:12]([C:15]2[N:16]=[C:17]([C:20](N(OC)C)=[O:21])[S:18][CH:19]=2)=[CH:11][CH:10]=1. (2) Given the product [CH2:1]([CH:3]1[C:8]([C:9]2[CH:24]=[CH:23][C:12]3[N:13]=[C:14]([C:16]4[CH:21]=[CH:20][C:19]([O:22][CH2:27][C:28](=[O:30])[CH3:29])=[CH:18][CH:17]=4)[O:15][C:11]=3[CH:10]=2)=[N:7][NH:6][C:5](=[O:25])[CH2:4]1)[CH3:2], predict the reactants needed to synthesize it. The reactants are: [CH2:1]([CH:3]1[C:8]([C:9]2[CH:24]=[CH:23][C:12]3[N:13]=[C:14]([C:16]4[CH:21]=[CH:20][C:19]([OH:22])=[CH:18][CH:17]=4)[O:15][C:11]=3[CH:10]=2)=[N:7][NH:6][C:5](=[O:25])[CH2:4]1)[CH3:2].Cl[CH2:27][C:28](=[O:30])[CH3:29].C(=O)([O-])[O-].[K+].[K+].[I-].[K+]. (3) The reactants are: [CH2:1]([O:8][C:9]1[CH:14]=[CH:13][NH:12][C:11](=[O:15])[CH:10]=1)[C:2]1[CH:7]=[CH:6][CH:5]=[CH:4][CH:3]=1.C(=O)([O-])[O-].[Cs+].[Cs+].[F:22][C:23]([F:41])([F:40])[C:24]([N:26]1[CH2:32][CH2:31][C:30]2[CH:33]=[CH:34][C:35]([CH2:37][CH2:38]I)=[CH:36][C:29]=2[CH2:28][CH2:27]1)=[O:25]. Given the product [CH2:1]([O:8][C:9]1[CH:14]=[CH:13][N:12]([CH2:38][CH2:37][C:35]2[CH:34]=[CH:33][C:30]3[CH2:31][CH2:32][N:26]([C:24](=[O:25])[C:23]([F:22])([F:41])[F:40])[CH2:27][CH2:28][C:29]=3[CH:36]=2)[C:11](=[O:15])[CH:10]=1)[C:2]1[CH:3]=[CH:4][CH:5]=[CH:6][CH:7]=1, predict the reactants needed to synthesize it. (4) Given the product [OH:35][C@@H:27]([CH2:26][O:25][C:22]1[CH:23]=[CH:24][C:18]2[S:17][C:16]([CH3:15])=[N:20][C:19]=2[CH:21]=1)[CH2:28][N:29]1[CH2:30][CH2:31][N:32]([CH2:1][CH:2]2[CH2:6][C:5](=[O:7])[N:4]([C:8]3[CH:13]=[CH:12][CH:11]=[CH:10][CH:9]=3)[C:3]2=[O:14])[CH2:33][CH2:34]1, predict the reactants needed to synthesize it. The reactants are: [CH2:1]=[C:2]1[CH2:6][C:5](=[O:7])[N:4]([C:8]2[CH:13]=[CH:12][CH:11]=[CH:10][CH:9]=2)[C:3]1=[O:14].[CH3:15][C:16]1[S:17][C:18]2[CH:24]=[CH:23][C:22]([O:25][CH2:26][CH:27]([OH:35])[CH2:28][N:29]3[CH2:34][CH2:33][NH:32][CH2:31][CH2:30]3)=[CH:21][C:19]=2[N:20]=1. (5) Given the product [O:1]=[C:2]1[NH:8][CH2:7][CH2:6][CH2:5][N:4]2[C:9]3[N:15]=[C:14]([C:16]([NH:82][C:78]4[CH:79]=[CH:80][CH:81]=[C:76]([C:74]5[N:73]=[CH:72][N:71]([C:52]([C:65]6[CH:66]=[CH:67][CH:68]=[CH:69][CH:70]=6)([C:59]6[CH:60]=[CH:61][CH:62]=[CH:63][CH:64]=6)[C:53]6[CH:58]=[CH:57][CH:56]=[CH:55][CH:54]=6)[CH:75]=5)[CH:77]=4)=[O:18])[CH:13]=[CH:12][C:10]=3[CH:11]=[C:3]12, predict the reactants needed to synthesize it. The reactants are: [O:1]=[C:2]1[NH:8][CH2:7][CH2:6][CH2:5][N:4]2[C:9]3[N:15]=[C:14]([C:16]([OH:18])=O)[CH:13]=[CH:12][C:10]=3[CH:11]=[C:3]12.C1CN([P+](ON2N=NC3C=CC=CC2=3)(N2CCCC2)N2CCCC2)CC1.F[P-](F)(F)(F)(F)F.[C:52]([N:71]1[CH:75]=[C:74]([C:76]2[CH:77]=[C:78]([NH2:82])[CH:79]=[CH:80][CH:81]=2)[N:73]=[CH:72]1)([C:65]1[CH:70]=[CH:69][CH:68]=[CH:67][CH:66]=1)([C:59]1[CH:64]=[CH:63][CH:62]=[CH:61][CH:60]=1)[C:53]1[CH:58]=[CH:57][CH:56]=[CH:55][CH:54]=1.C(N(CC)CC)C. (6) Given the product [CH3:16][O:15][N:14]=[C:12]1[CH2:11][C@@H:10]([C:17]2[N:18]=[C:29]([CH:28]=[CH2:27])[O:20][N:19]=2)[N:9]([C:7]([C:4]2[CH:3]=[CH:2][C:1]([C:21]3[CH:26]=[CH:25][CH:24]=[CH:23][CH:22]=3)=[CH:6][CH:5]=2)=[O:8])[CH2:13]1, predict the reactants needed to synthesize it. The reactants are: [C:1]1([C:21]2[CH:26]=[CH:25][CH:24]=[CH:23][CH:22]=2)[CH:6]=[CH:5][C:4]([C:7]([N:9]2[CH2:13][C:12](=[N:14][O:15][CH3:16])[CH2:11][C@H:10]2[C:17](=[N:19][OH:20])[NH2:18])=[O:8])=[CH:3][CH:2]=1.[C:27](O)(=O)[CH:28]=[CH2:29]. (7) Given the product [NH2:13][CH:9]1[CH2:10][C:11]2[CH:12]=[C:3]([OH:2])[CH:4]=[CH:5][C:6]=2[CH2:7][CH2:8]1, predict the reactants needed to synthesize it. The reactants are: C[O:2][C:3]1[CH:12]=[C:11]2[C:6]([CH2:7][CH2:8][CH:9]([NH2:13])[CH2:10]2)=[CH:5][CH:4]=1.